Task: Predict which catalyst facilitates the given reaction.. Dataset: Catalyst prediction with 721,799 reactions and 888 catalyst types from USPTO Reactant: [N:1]1([C:7]2[CH:15]=[CH:14][C:10]([C:11]([OH:13])=O)=[CH:9][N:8]=2)[CH2:6][CH2:5][O:4][CH2:3][CH2:2]1.C1N=CN(C(N2C=NC=C2)=O)C=1.[CH3:28][N:29]1[CH2:34][CH2:33][N:32]([CH:35]2[C:44]3[CH:43]=[C:42]([NH2:45])[CH:41]=[CH:40][C:39]=3[CH2:38][CH2:37][CH2:36]2)[CH2:31][CH2:30]1. Product: [CH3:28][N:29]1[CH2:34][CH2:33][N:32]([CH:35]2[C:44]3[CH:43]=[C:42]([NH:45][C:11](=[O:13])[C:10]4[CH:14]=[CH:15][C:7]([N:1]5[CH2:2][CH2:3][O:4][CH2:5][CH2:6]5)=[N:8][CH:9]=4)[CH:41]=[CH:40][C:39]=3[CH2:38][CH2:37][CH2:36]2)[CH2:31][CH2:30]1. The catalyst class is: 3.